Binary Classification. Given a drug SMILES string, predict its activity (active/inactive) in a high-throughput screening assay against a specified biological target. From a dataset of Cav3 T-type calcium channel HTS with 100,875 compounds. (1) The compound is S(c1n(Cc2occc2)c(nn1)c1ccccc1)Cc1[nH]c2c(n1)cccc2. The result is 0 (inactive). (2) The drug is OC1=C(C(N(Cc2cccnc2)C1=O)c1ccc(cc1)C)C(=O)C. The result is 0 (inactive).